Dataset: Forward reaction prediction with 1.9M reactions from USPTO patents (1976-2016). Task: Predict the product of the given reaction. (1) Given the reactants [F:1][C:2]1[CH:3]=[C:4]([N:27]2[CH2:31][CH:30]([CH2:32][O:33][P:34](=[O:45])([O:40]C(C)(C)C)[O:35]C(C)(C)C)[O:29][C:28]2=[O:46])[CH:5]=[CH:6][C:7]=1[C:8]1[CH:9]=[N:10][C:11]([O:14][CH:15]2[CH2:20][O:19][C:18]3=[N:21][C:22]([N+:24]([O-:26])=[O:25])=[CH:23][N:17]3[CH2:16]2)=[CH:12][CH:13]=1.C(O)(C(F)(F)F)=O.C(Cl)Cl, predict the reaction product. The product is: [F:1][C:2]1[CH:3]=[C:4]([N:27]2[CH2:31][CH:30]([CH2:32][O:33][P:34](=[O:35])([OH:45])[OH:40])[O:29][C:28]2=[O:46])[CH:5]=[CH:6][C:7]=1[C:8]1[CH:9]=[N:10][C:11]([O:14][CH:15]2[CH2:20][O:19][C:18]3=[N:21][C:22]([N+:24]([O-:26])=[O:25])=[CH:23][N:17]3[CH2:16]2)=[CH:12][CH:13]=1. (2) Given the reactants Cl[C:2]1[N:7]=[C:6]([NH:8][C:9]([C:11]2([C:14]3[CH:24]=[CH:23][C:17]4[O:18][C:19]([F:22])([F:21])[O:20][C:16]=4[CH:15]=3)[CH2:13][CH2:12]2)=[O:10])[CH:5]=[C:4]([CH3:25])[C:3]=1[CH3:26].[CH3:27][O:28][C:29]1[C:34](B(O)O)=[CH:33][C:32]([CH3:38])=[CH:31][N:30]=1.C([O-])([O-])=O.[Na+].[Na+], predict the reaction product. The product is: [F:21][C:19]1([F:22])[O:18][C:17]2[CH:23]=[CH:24][C:14]([C:11]3([C:9]([NH:8][C:6]4[N:7]=[C:2]([C:34]5[C:29]([O:28][CH3:27])=[N:30][CH:31]=[C:32]([CH3:38])[CH:33]=5)[C:3]([CH3:26])=[C:4]([CH3:25])[CH:5]=4)=[O:10])[CH2:13][CH2:12]3)=[CH:15][C:16]=2[O:20]1. (3) Given the reactants [CH2:1]([C:7]1[CH:11]=[CH:10][S:9][CH:8]=1)[CH2:2][CH2:3][CH2:4][CH2:5][CH3:6].[Li][CH2:13][CH2:14][CH2:15][CH3:16].[CH2:17]([Sn:21](Cl)([CH2:26][CH2:27][CH2:28][CH3:29])[CH2:22][CH2:23][CH2:24][CH3:25])[CH2:18][CH2:19][CH3:20], predict the reaction product. The product is: [CH2:1]([C:7]1[CH:11]=[C:10]([Sn:21]([CH2:22][CH2:23][CH2:24][CH3:25])([CH2:17][CH2:18][CH2:19][CH3:20])[CH2:13][CH2:14][CH2:15][CH3:16])[S:9][C:8]=1[Sn:21]([CH2:26][CH2:27][CH2:28][CH3:29])([CH2:22][CH2:23][CH2:24][CH3:25])[CH2:17][CH2:18][CH2:19][CH3:20])[CH2:2][CH2:3][CH2:4][CH2:5][CH3:6]. (4) Given the reactants [N:1]1[C:8]([Cl:9])=[N:7][C:5](Cl)=[N:4][C:2]=1[Cl:3].[NH2:10][C:11]1[CH:12]=[C:13]([CH:25]=[CH:26][C:27]=1[CH3:28])[C:14]([NH:16][CH2:17][CH2:18][C:19]1[CH:24]=[CH:23][CH:22]=[CH:21][CH:20]=1)=[O:15], predict the reaction product. The product is: [Cl:9][C:8]1[N:1]=[C:2]([Cl:3])[N:4]=[C:5]([NH:10][C:11]2[CH:12]=[C:13]([CH:25]=[CH:26][C:27]=2[CH3:28])[C:14]([NH:16][CH2:17][CH2:18][C:19]2[CH:24]=[CH:23][CH:22]=[CH:21][CH:20]=2)=[O:15])[N:7]=1. (5) The product is: [CH3:28][C:27]1[N:26]([C:29]2[CH:34]=[CH:33][C:32]([C:35]([F:37])([F:36])[F:38])=[CH:31][N:30]=2)[N:25]=[CH:24][C:23]=1[C:21]([NH:20][C:17]1[CH:18]=[N:19][C:14]([C:11]2[CH2:12][CH2:13][NH:8][CH2:9][CH:10]=2)=[CH:15][CH:16]=1)=[O:22]. Given the reactants C(OC([N:8]1[CH2:13][CH:12]=[C:11]([C:14]2[N:19]=[CH:18][C:17]([NH:20][C:21]([C:23]3[CH:24]=[N:25][N:26]([C:29]4[CH:34]=[CH:33][C:32]([C:35]([F:38])([F:37])[F:36])=[CH:31][N:30]=4)[C:27]=3[CH3:28])=[O:22])=[CH:16][CH:15]=2)[CH2:10][CH2:9]1)=O)(C)(C)C.FC(F)(F)C(O)=O.[OH-].[Na+], predict the reaction product. (6) Given the reactants [Cl:1][C:2]1[N:7]=[CH:6][N:5]=[C:4]([C:8](Cl)=[O:9])[CH:3]=1.[Cl-].[Cl-].[Cl-].[Al+3].[CH3:15][C:16]1[C:21]2[NH:22][C:23](=[O:25])[O:24][C:20]=2[CH:19]=[CH:18][CH:17]=1, predict the reaction product. The product is: [Cl:1][C:2]1[N:7]=[CH:6][N:5]=[C:4]([C:8]([C:18]2[CH:17]=[C:16]([CH3:15])[C:21]3[NH:22][C:23](=[O:25])[O:24][C:20]=3[CH:19]=2)=[O:9])[CH:3]=1.